This data is from Catalyst prediction with 721,799 reactions and 888 catalyst types from USPTO. The task is: Predict which catalyst facilitates the given reaction. (1) Reactant: [C:1]1([C:12]2[CH:17]=[CH:16][CH:15]=[CH:14][CH:13]=2)[CH:6]=[CH:5][C:4]([C:7]([CH3:11])=[CH:8][CH2:9][OH:10])=[CH:3][CH:2]=1.[CH3:30][CH:29]([O:28][C:26](/N=N/[C:26]([O:28][CH:29]([CH3:31])[CH3:30])=O)=O)[CH3:31].[CH:49]1[CH:50]=[CH:45]C(P([C:45]2[CH:50]=[CH:49][CH:48]=[CH:47]C=2)[C:49]2[CH:50]=[CH:45]C=[CH:47][CH:48]=2)=[CH:47][CH:48]=1.[CH3:51][CH2:52][O:53][C:54](C)=[O:55]. Product: [CH2:52]([O:53][C:54](=[O:55])[C:29]([O:28][C:26]1[CH:47]=[CH:48][C:49]([O:10][CH2:9][CH:8]=[C:7]([C:4]2[CH:3]=[CH:2][C:1]([C:12]3[CH:13]=[CH:14][CH:15]=[CH:16][CH:17]=3)=[CH:6][CH:5]=2)[CH3:11])=[CH:50][CH:45]=1)([CH3:30])[CH3:31])[CH3:51]. The catalyst class is: 1. (2) Reactant: [C:1]([O:4][C:5]([CH3:8])([CH3:7])[CH3:6])(=[O:3])[CH3:2].C(NC(C)C)(C)C.[Li]CCCC.[CH3:21][CH:22]([CH3:32])[C:23](=[O:31])[CH2:24][CH2:25][C:26]1[CH:30]=[CH:29][S:28][CH:27]=1. Product: [C:5]([O:4][C:1](=[O:3])[CH2:2][C:23]([OH:31])([CH2:24][CH2:25][C:26]1[CH:30]=[CH:29][S:28][CH:27]=1)[CH:22]([CH3:21])[CH3:32])([CH3:8])([CH3:7])[CH3:6]. The catalyst class is: 1. (3) Reactant: [F:1][C:2]1[CH:3]=[CH:4][C:5]([C:15]([O:17][CH3:18])=[O:16])=[N:6][C:7]=1[CH:8]1[CH2:13][CH2:12][CH:11]([OH:14])[CH2:10][CH2:9]1.N1C=CN=C1.[CH3:24][C:25]([Si:28](Cl)([CH3:30])[CH3:29])([CH3:27])[CH3:26].C(OCC)(=O)C. Product: [Si:28]([O:14][CH:11]1[CH2:10][CH2:9][CH:8]([C:7]2[N:6]=[C:5]([C:15]([O:17][CH3:18])=[O:16])[CH:4]=[CH:3][C:2]=2[F:1])[CH2:13][CH2:12]1)([C:25]([CH3:27])([CH3:26])[CH3:24])([CH3:30])[CH3:29]. The catalyst class is: 3. (4) Reactant: [CH2:1]([O:3][CH:4]([CH2:10][C:11]1[CH:16]=[CH:15][C:14]([O:17][CH2:18][C:19](=[N:28][O:29][CH3:30])[C:20]2[CH:25]=[CH:24][CH:23]=[C:22]([O:26][CH3:27])[CH:21]=2)=[CH:13][CH:12]=1)[C:5]([O:7]CC)=[O:6])[CH3:2].[OH-].[Na+]. Product: [CH2:1]([O:3][CH:4]([CH2:10][C:11]1[CH:12]=[CH:13][C:14]([O:17][CH2:18][C:19](=[N:28][O:29][CH3:30])[C:20]2[CH:25]=[CH:24][CH:23]=[C:22]([O:26][CH3:27])[CH:21]=2)=[CH:15][CH:16]=1)[C:5]([OH:7])=[O:6])[CH3:2]. The catalyst class is: 14.